This data is from KCNQ2 potassium channel screen with 302,405 compounds. The task is: Binary Classification. Given a drug SMILES string, predict its activity (active/inactive) in a high-throughput screening assay against a specified biological target. (1) The compound is S=C(NC1CCCCC1)NC(c1ccc(C(C)(C)C)cc1)C. The result is 1 (active). (2) The result is 0 (inactive). The drug is Clc1c(C(=O)N2CCN(CC2)C(=O)C)cc(S(=O)(=O)N2CCCCC2)cc1. (3) The molecule is o1c(nnc1CCC(=O)NCCOc1cccnc1)CCc1c(OC)cccc1. The result is 0 (inactive). (4) The molecule is S1(=O)(=O)CC(N(C)C(=O)COc2ccc(C(C)(C)C)cc2)CC1. The result is 0 (inactive).